From a dataset of Full USPTO retrosynthesis dataset with 1.9M reactions from patents (1976-2016). Predict the reactants needed to synthesize the given product. Given the product [F:11][C:4]1[C:3]([C:12]2[CH:17]=[CH:16][CH:15]=[CH:14][N:13]=2)=[C:2]([CH2:21][NH2:22])[C:7]([N+:8]([O-:10])=[O:9])=[CH:6][CH:5]=1, predict the reactants needed to synthesize it. The reactants are: F[C:2]1[C:7]([N+:8]([O-:10])=[O:9])=[CH:6][CH:5]=[C:4]([F:11])[C:3]=1[C:12]1[CH:17]=[CH:16][CH:15]=[CH:14][N:13]=1.CN.C[CH2:21][N:22](C(C)C)C(C)C.